Dataset: Catalyst prediction with 721,799 reactions and 888 catalyst types from USPTO. Task: Predict which catalyst facilitates the given reaction. (1) Reactant: [C:1]1([S:7]([N:10]2[C:14]3=[N:15][CH:16]=[C:17]([S:19][CH3:20])[CH:18]=[C:13]3[CH:12]=[C:11]2[C:21]2[O:22][CH:23]=[CH:24][N:25]=2)(=[O:9])=[O:8])[CH:6]=[CH:5][CH:4]=[CH:3][CH:2]=1.[OH2:26].[OH2:27].O.O.O.O.C(O[O-])(=O)C1C(=CC=CC=1)C([O-])=O.[Mg+2].ClCCl.C(=O)([O-])O.[Na+]. Product: [C:1]1([S:7]([N:10]2[C:14]3=[N:15][CH:16]=[C:17]([S:19]([CH3:20])(=[O:27])=[O:26])[CH:18]=[C:13]3[CH:12]=[C:11]2[C:21]2[O:22][CH:23]=[CH:24][N:25]=2)(=[O:8])=[O:9])[CH:2]=[CH:3][CH:4]=[CH:5][CH:6]=1. The catalyst class is: 5. (2) The catalyst class is: 579. Product: [CH3:1][O:2][C:3]1[CH:8]=[C:7]([O:9][CH3:10])[C:6]([C:11]([F:12])([F:14])[F:13])=[CH:5][C:4]=1[NH2:15]. Reactant: [CH3:1][O:2][C:3]1[CH:8]=[C:7]([O:9][CH3:10])[C:6]([C:11]([F:14])([F:13])[F:12])=[CH:5][C:4]=1[N+:15]([O-])=O.